From a dataset of Forward reaction prediction with 1.9M reactions from USPTO patents (1976-2016). Predict the product of the given reaction. (1) Given the reactants [Cl:1][C:2]1[CH:10]=[CH:9][C:8]([CH3:11])=[CH:7][C:3]=1[C:4]([OH:6])=O.[F:12][C:13]1([F:28])[CH2:18][CH2:17][C:16]([CH2:26][NH2:27])([C:19]2[CH:20]=[N:21][C:22]([F:25])=[CH:23][CH:24]=2)[CH2:15][CH2:14]1, predict the reaction product. The product is: [Cl:1][C:2]1[CH:10]=[CH:9][C:8]([CH3:11])=[CH:7][C:3]=1[C:4]([NH:27][CH2:26][C:16]1([C:19]2[CH:20]=[N:21][C:22]([F:25])=[CH:23][CH:24]=2)[CH2:17][CH2:18][C:13]([F:12])([F:28])[CH2:14][CH2:15]1)=[O:6]. (2) Given the reactants C([O:3][C:4]([CH:6]1[CH2:8][CH:7]1[CH2:9][N:10]1[CH2:15][CH2:14][N:13]([C:16]2[CH:21]=[CH:20][CH:19]=[C:18]([C:22]3[CH:31]=[CH:30][C:29]4[C:28]([CH3:33])([CH3:32])[CH2:27][CH2:26][C:25]([CH3:35])([CH3:34])[C:24]=4[CH:23]=3)[N:17]=2)[CH2:12][CH2:11]1)=O)C.[H-].C([Al+]CC(C)C)C(C)C.O.C(OCC)(=O)C, predict the reaction product. The product is: [CH3:32][C:28]1([CH3:33])[CH2:27][CH2:26][C:25]([CH3:34])([CH3:35])[C:24]2[CH:23]=[C:22]([C:18]3[N:17]=[C:16]([N:13]4[CH2:12][CH2:11][N:10]([CH2:9][CH:7]5[CH2:8][CH:6]5[CH2:4][OH:3])[CH2:15][CH2:14]4)[CH:21]=[CH:20][CH:19]=3)[CH:31]=[CH:30][C:29]1=2. (3) Given the reactants [Si:1]([O:8][CH2:9][CH:10]([C:12]1[N:20]([CH2:21][C@H:22]2[CH2:27][CH2:26][C@H:25]([CH3:28])[CH2:24][CH2:23]2)[C:19]2[C:14](=[N:15][C:16]([C:36](=[NH:39])[NH:37][OH:38])=[N:17][C:18]=2[NH:29][C@@H:30]([CH:32]2[CH2:35][CH2:34][CH2:33]2)[CH3:31])[N:13]=1)[OH:11])([C:4]([CH3:7])([CH3:6])[CH3:5])([CH3:3])[CH3:2].[C:40](N1C=CN=C1)(N1C=CN=C1)=[O:41].N12CCCN=C1CCCCC2, predict the reaction product. The product is: [Si:1]([O:8][CH2:9][CH:10]([C:12]1[N:20]([CH2:21][C@H:22]2[CH2:27][CH2:26][C@H:25]([CH3:28])[CH2:24][CH2:23]2)[C:19]2[C:14](=[N:15][C:16]([C:36]3[NH:39][C:40](=[O:41])[O:38][N:37]=3)=[N:17][C:18]=2[NH:29][C@@H:30]([CH:32]2[CH2:33][CH2:34][CH2:35]2)[CH3:31])[N:13]=1)[OH:11])([C:4]([CH3:7])([CH3:6])[CH3:5])([CH3:3])[CH3:2].